Dataset: Forward reaction prediction with 1.9M reactions from USPTO patents (1976-2016). Task: Predict the product of the given reaction. Given the reactants [Br:1][C:2]1[CH:7]=[CH:6][C:5](F)=[C:4]([C:9]([F:12])([F:11])[F:10])[CH:3]=1.[C-]#N.[K+].[OH2:16].[OH-:17].[Na+].[CH3:19]S(C)=O, predict the reaction product. The product is: [Br:1][C:2]1[CH:7]=[CH:6][C:5]([C:19]([OH:17])=[O:16])=[C:4]([C:9]([F:12])([F:11])[F:10])[CH:3]=1.